This data is from Forward reaction prediction with 1.9M reactions from USPTO patents (1976-2016). The task is: Predict the product of the given reaction. (1) Given the reactants [N+:1]([C:4]1[CH:5]=[C:6]([CH:9]=[CH:10][CH:11]=1)[CH:7]=[O:8])([O-:3])=[O:2].[N:12]1[CH:17]=[CH:16][CH:15]=[C:14]([C:18]2[CH:19]=[C:20]3[CH:26]=[CH:25][NH:24][C:21]3=[N:22][CH:23]=2)[CH:13]=1.[OH-].[K+].O, predict the reaction product. The product is: [N+:1]([C:4]1[CH:5]=[C:6]([CH:7]([C:26]2[C:20]3[C:21](=[N:22][CH:23]=[C:18]([C:14]4[CH:13]=[N:12][CH:17]=[CH:16][CH:15]=4)[CH:19]=3)[NH:24][CH:25]=2)[OH:8])[CH:9]=[CH:10][CH:11]=1)([O-:3])=[O:2]. (2) Given the reactants C(OC(=O)N[N:8]1[C:16]2[C:11](=[CH:12][C:13]([CH2:17][N:18]3[C:23]([CH3:24])=[CH:22][C:21]([O:25][CH2:26][C:27]4[CH:32]=[CH:31][C:30]([F:33])=[CH:29][C:28]=4[F:34])=[C:20]([Cl:35])[C:19]3=[O:36])=[CH:14][CH:15]=2)[CH:10]=[CH:9]1)(C)(C)C, predict the reaction product. The product is: [Cl:35][C:20]1[C:19](=[O:36])[N:18]([CH2:17][C:13]2[CH:12]=[C:11]3[C:16](=[CH:15][CH:14]=2)[NH:8][CH:9]=[CH:10]3)[C:23]([CH3:24])=[CH:22][C:21]=1[O:25][CH2:26][C:27]1[CH:32]=[CH:31][C:30]([F:33])=[CH:29][C:28]=1[F:34]. (3) Given the reactants C(OC(C)(C)C)(=O)[C:2]1[C:3](=CC=[CH:9][CH:10]=1)[C:4]([O-:6])=[O:5].C([N:19]([CH2:22]C)[CH2:20][CH3:21])C.C1(P(N=[N+]=[N-])(C2C=CC=CC=2)=[O:31])C=CC=CC=1.[CH2:41]([O:48][C:49](=[O:55])[C:50]([CH3:54])([CH3:53])[CH2:51][OH:52])[C:42]1[CH:47]=[CH:46][CH:45]=[CH:44][CH:43]=1, predict the reaction product. The product is: [CH2:41]([O:48][C:49]([C:50]([CH3:53])([CH3:54])[CH2:51][O:52][C:22]([NH:19][C:20]1[CH:21]=[CH:9][CH:10]=[CH:2][C:3]=1[C:4]([OH:6])=[O:5])=[O:31])=[O:55])[C:42]1[CH:47]=[CH:46][CH:45]=[CH:44][CH:43]=1. (4) Given the reactants [Cl:1][C:2]1[CH:3]=[C:4]2[C:14](=[CH:15][CH:16]=1)[C:8]1([CH2:13][CH2:12][O:11][CH2:10][CH2:9]1)[C:7](=[O:17])[C:6]([C:18]([NH:20][CH2:21][C:22]([O:24]C)=[O:23])=[O:19])=[C:5]2[OH:26].O.[OH-].[Li+], predict the reaction product. The product is: [Cl:1][C:2]1[CH:3]=[C:4]2[C:14](=[CH:15][CH:16]=1)[C:8]1([CH2:9][CH2:10][O:11][CH2:12][CH2:13]1)[C:7](=[O:17])[C:6]([C:18]([NH:20][CH2:21][C:22]([OH:24])=[O:23])=[O:19])=[C:5]2[OH:26]. (5) Given the reactants [CH3:1][C:2]1[O:3][C:4]([C:8]([OH:10])=O)=[C:5]([CH3:7])[N:6]=1.O1CCCC1.C(Cl)(=O)C(Cl)=O.[NH2:22][C:23]1[CH:24]=[C:25]([CH:42]=[CH:43][CH:44]=1)[O:26][C:27]1[CH:28]=[CH:29][C:30]2[N:31]([N:33]=[C:34]([NH:36][C:37]([CH:39]3[CH2:41][CH2:40]3)=[O:38])[N:35]=2)[CH:32]=1, predict the reaction product. The product is: [CH:39]1([C:37]([NH:36][C:34]2[N:35]=[C:30]3[CH:29]=[CH:28][C:27]([O:26][C:25]4[CH:24]=[C:23]([NH:22][C:8]([C:4]5[O:3][C:2]([CH3:1])=[N:6][C:5]=5[CH3:7])=[O:10])[CH:44]=[CH:43][CH:42]=4)=[CH:32][N:31]3[N:33]=2)=[O:38])[CH2:40][CH2:41]1. (6) Given the reactants FC(F)(F)S(O[C:7]1[N:8]=[C:9]([CH3:21])[C:10]2[C:15]([CH:16]=1)=[CH:14][C:13]([O:17][CH3:18])=[C:12]([O:19][CH3:20])[CH:11]=2)(=O)=O.[CH:24]1[C:33]2[C:28](=[CH:29][CH:30]=[CH:31][CH:32]=2)[CH:27]=[CH:26][C:25]=1B(O)O.C([O-])([O-])=O.[Na+].[Na+].CCOC(C)=O, predict the reaction product. The product is: [CH3:18][O:17][C:13]1[CH:14]=[C:15]2[C:10](=[CH:11][C:12]=1[O:19][CH3:20])[C:9]([CH3:21])=[N:8][C:7]([C:26]1[CH:25]=[CH:24][C:33]3[C:28](=[CH:29][CH:30]=[CH:31][CH:32]=3)[CH:27]=1)=[CH:16]2. (7) Given the reactants [OH:1][CH:2]([CH2:6][CH2:7][CH2:8][CH2:9][CH2:10][CH2:11][C:12]1[S:16][CH:15]=[N:14][C:13]=1[CH3:17])[C:3]([OH:5])=O.O.ON1C2C=CC=CC=2N=N1.Cl.CN(C)CCCN=C=NCC.C(N(CC)CC)C.[F:48][C:49]1[CH:50]=[C:51]([CH:67]=[CH:68][CH:69]=1)[CH2:52][O:53][C:54]1[CH:59]=[CH:58][C:57]([C:60]2[S:64][C:63]([CH2:65][NH2:66])=[N:62][N:61]=2)=[CH:56][CH:55]=1, predict the reaction product. The product is: [F:48][C:49]1[CH:50]=[C:51]([CH:67]=[CH:68][CH:69]=1)[CH2:52][O:53][C:54]1[CH:55]=[CH:56][C:57]([C:60]2[S:64][C:63]([CH2:65][NH:66][C:3](=[O:5])[CH:2]([OH:1])[CH2:6][CH2:7][CH2:8][CH2:9][CH2:10][CH2:11][C:12]3[S:16][CH:15]=[N:14][C:13]=3[CH3:17])=[N:62][N:61]=2)=[CH:58][CH:59]=1.